This data is from Full USPTO retrosynthesis dataset with 1.9M reactions from patents (1976-2016). The task is: Predict the reactants needed to synthesize the given product. Given the product [C:1]([O:5][C:6](=[O:20])[NH:7][CH:8]1[C:17]2[C:12](=[CH:13][C:14]([CH:18]([OH:19])[CH3:21])=[CH:15][CH:16]=2)[CH2:11][CH2:10][CH2:9]1)([CH3:4])([CH3:2])[CH3:3], predict the reactants needed to synthesize it. The reactants are: [C:1]([O:5][C:6](=[O:20])[NH:7][CH:8]1[C:17]2[C:12](=[CH:13][C:14]([CH:18]=[O:19])=[CH:15][CH:16]=2)[CH2:11][CH2:10][CH2:9]1)([CH3:4])([CH3:3])[CH3:2].[CH3:21][Mg+].[Br-].